This data is from Reaction yield outcomes from USPTO patents with 853,638 reactions. The task is: Predict the reaction yield, written as a fraction of the theoretical maximum amount of product (1.0 means a 100% yield; for example, 0.34 means a 34% yield). The reactants are [O-][CH2:2]C.[Na+].[Na].C([O:8][C:9](=[O:31])[CH:10]([CH2:14][C:15]([C:17]1[CH:22]=[CH:21][C:20]([O:23][CH2:24][C:25]2[CH:30]=[CH:29][CH:28]=[CH:27][CH:26]=2)=[CH:19][CH:18]=1)=O)C(=O)C)C.[Cl-].[Cl:33][C:34]1[CH:39]=[C:38]([Cl:40])[CH:37]=[CH:36][C:35]=1[N+:41]#[N:42].[OH-].[Na+].Cl. The catalyst is O.C(O)C. The product is [CH2:24]([O:23][C:20]1[CH:19]=[CH:18][C:17]([C:15]2[N:41]([C:35]3[CH:36]=[CH:37][C:38]([Cl:40])=[CH:39][C:34]=3[Cl:33])[N:42]=[C:10]([C:9]([OH:8])=[O:31])[C:14]=2[CH3:2])=[CH:22][CH:21]=1)[C:25]1[CH:26]=[CH:27][CH:28]=[CH:29][CH:30]=1. The yield is 0.680.